This data is from Forward reaction prediction with 1.9M reactions from USPTO patents (1976-2016). The task is: Predict the product of the given reaction. (1) Given the reactants CC(C)([O-])C.[Na+].[CH3:7][O:8][C:9]1[C:17]2[O:16][C:15]([CH3:19])([CH3:18])[CH2:14][C:13]=2[C:12]([CH3:20])=[C:11]([N:21]2[CH2:26][CH2:25][NH:24][CH2:23][CH2:22]2)[C:10]=1[CH3:27].Br[C:29]1[CH:34]=[CH:33][C:32]([O:35][CH2:36][CH3:37])=[CH:31][CH:30]=1.C1C=CC(P(C2C(C3C(P(C4C=CC=CC=4)C4C=CC=CC=4)=CC=C4C=3C=CC=C4)=C3C(C=CC=C3)=CC=2)C2C=CC=CC=2)=CC=1, predict the reaction product. The product is: [CH2:36]([O:35][C:32]1[CH:33]=[CH:34][C:29]([N:24]2[CH2:25][CH2:26][N:21]([C:11]3[C:10]([CH3:27])=[C:9]([O:8][CH3:7])[C:17]4[O:16][C:15]([CH3:19])([CH3:18])[CH2:14][C:13]=4[C:12]=3[CH3:20])[CH2:22][CH2:23]2)=[CH:30][CH:31]=1)[CH3:37]. (2) Given the reactants [CH2:1]([O:8][CH:9]([C:11]1[NH:16][C:15](=[O:17])[C:14]2=[CH:18][N:19]=[CH:20][N:13]2[N:12]=1)[CH3:10])[C:2]1[CH:7]=[CH:6][CH:5]=[CH:4][CH:3]=1.[Li]CCCC.[I:26]I, predict the reaction product. The product is: [CH2:1]([O:8][CH:9]([C:11]1[NH:16][C:15](=[O:17])[C:14]2=[CH:18][N:19]=[C:20]([I:26])[N:13]2[N:12]=1)[CH3:10])[C:2]1[CH:3]=[CH:4][CH:5]=[CH:6][CH:7]=1.